Dataset: hERG Central: cardiac toxicity at 1µM, 10µM, and general inhibition. Task: Predict hERG channel inhibition at various concentrations. (1) The drug is COc1ccc(N(C(C)C(=O)N/N=C/c2cc(Br)c(C)o2)S(C)(=O)=O)cc1. Results: hERG_inhib (hERG inhibition (general)): blocker. (2) The drug is COc1ccc2nc(C)cc(Nc3ccc(C)cc3)c2c1.Cl. Results: hERG_inhib (hERG inhibition (general)): blocker. (3) The drug is Cl.Fc1ccccc1CNCCC(Cc1ccccc1)c1ccc2c(c1)OCO2. Results: hERG_inhib (hERG inhibition (general)): blocker. (4) The molecule is COc1cccc(NC(=O)c2ccc(NCCCN3CCC(C)CC3)c([N+](=O)[O-])c2)c1. Results: hERG_inhib (hERG inhibition (general)): blocker. (5) The drug is O=C(CN1CCN(Cc2ccc(Cl)cc2)CC1)N/N=C/c1ccncc1. Results: hERG_inhib (hERG inhibition (general)): blocker.